From a dataset of Forward reaction prediction with 1.9M reactions from USPTO patents (1976-2016). Predict the product of the given reaction. (1) Given the reactants Cl[C:2]1[N:7]=[CH:6][C:5]([O:8][C:9]2[CH:10]=[C:11]([N:15]([CH3:17])[CH3:16])[CH:12]=[CH:13][CH:14]=2)=[CH:4][CH:3]=1.[F:18][C:19]1[CH:25]=[CH:24][C:22]([NH2:23])=[CH:21][C:20]=1[O:26][CH3:27].C1(P(C2C=CC=CC=2)C2C3OC4C(=CC=CC=4P(C4C=CC=CC=4)C4C=CC=CC=4)C(C)(C)C=3C=CC=2)C=CC=CC=1.C(=O)([O-])[O-].[Cs+].[Cs+], predict the reaction product. The product is: [CH3:16][N:15]([CH3:17])[C:11]1[CH:10]=[C:9]([CH:14]=[CH:13][CH:12]=1)[O:8][C:5]1[CH:4]=[CH:3][C:2]([NH:23][C:22]2[CH:24]=[CH:25][C:19]([F:18])=[C:20]([O:26][CH3:27])[CH:21]=2)=[N:7][CH:6]=1. (2) Given the reactants [C:1]([C@H:5]1[CH2:10][CH2:9][C@H:8]([O:11][C:12]2[CH:21]=[CH:20][CH:19]=[C:18]3[C:13]=2[CH:14]=[CH:15][C:16]([CH2:22][N:23]2[CH2:28][CH2:27][CH:26]([C:29]([O:31]CC)=[O:30])[CH2:25][CH2:24]2)=[CH:17]3)[CH2:7][CH2:6]1)([CH3:4])([CH3:3])[CH3:2].[OH-].[Na+], predict the reaction product. The product is: [C:1]([C@H:5]1[CH2:10][CH2:9][C@H:8]([O:11][C:12]2[CH:21]=[CH:20][CH:19]=[C:18]3[C:13]=2[CH:14]=[CH:15][C:16]([CH2:22][N:23]2[CH2:24][CH2:25][CH:26]([C:29]([OH:31])=[O:30])[CH2:27][CH2:28]2)=[CH:17]3)[CH2:7][CH2:6]1)([CH3:4])([CH3:2])[CH3:3].